Dataset: Forward reaction prediction with 1.9M reactions from USPTO patents (1976-2016). Task: Predict the product of the given reaction. (1) The product is: [CH3:19][N:18]([CH3:20])[C:13]1[CH:14]=[C:15]2[C:10](=[CH:11][CH:12]=1)[C:9](=[O:21])[N:8]([C:4]1[CH:5]=[CH:6][CH:7]=[C:2]([B:22]3[O:26][C:25]([CH3:28])([CH3:27])[C:24]([CH3:30])([CH3:29])[O:23]3)[CH:3]=1)[CH2:17][CH2:16]2. Given the reactants Br[C:2]1[CH:3]=[C:4]([N:8]2[CH2:17][CH2:16][C:15]3[C:10](=[CH:11][CH:12]=[C:13]([N:18]([CH3:20])[CH3:19])[CH:14]=3)[C:9]2=[O:21])[CH:5]=[CH:6][CH:7]=1.[B:22]1([B:22]2[O:26][C:25]([CH3:28])([CH3:27])[C:24]([CH3:30])([CH3:29])[O:23]2)[O:26][C:25]([CH3:28])([CH3:27])[C:24]([CH3:30])([CH3:29])[O:23]1.C([O-])(=O)C.[K+].ClCCl, predict the reaction product. (2) Given the reactants [C:1]([O:6][CH:7]1[C:10]([CH3:12])([CH3:11])[CH:9]([OH:13])[C:8]1([CH3:15])[CH3:14])(=[O:5])[C:2]([CH3:4])=[CH2:3].[CH2:16]=[C:17]1[O:21][C:19](=[O:20])[CH2:18]1, predict the reaction product. The product is: [O:21]=[C:17]([CH3:16])[CH2:18][C:19]([O:13][CH:9]1[C:10]([CH3:12])([CH3:11])[CH:7]([O:6][C:1](=[O:5])[C:2]([CH3:4])=[CH2:3])[C:8]1([CH3:15])[CH3:14])=[O:20]. (3) Given the reactants [F:1][C:2]1[C:7]([F:8])=[CH:6][CH:5]=[CH:4][C:3]=1[C:9]1[N:17]=[C:12]2[CH:13]=[N:14][NH:15][CH:16]=[C:11]2[N:10]=1.Cl[CH2:19][C:20]1[O:24][N:23]=[C:22]([C:25]2[CH:30]=[CH:29][C:28]([CH3:31])=[CH:27][C:26]=2[CH3:32])[CH:21]=1, predict the reaction product. The product is: [F:1][C:2]1[C:7]([F:8])=[CH:6][CH:5]=[CH:4][C:3]=1[C:9]1[N:17]=[C:12]2[CH:13]=[N:14][N:15]([CH2:19][C:20]3[O:24][N:23]=[C:22]([C:25]4[CH:30]=[CH:29][C:28]([CH3:31])=[CH:27][C:26]=4[CH3:32])[CH:21]=3)[CH:16]=[C:11]2[N:10]=1. (4) Given the reactants [N:1]1([CH2:7][CH2:8][NH:9][C:10]([C:12]2[NH:13][C:14]([CH:17]=[C:18]3[C:26]4[C:25]([Cl:27])=[N:24][CH:23]=[N:22][C:21]=4[NH:20][C:19]3=[O:28])=[CH:15][CH:16]=2)=[O:11])[CH2:6][CH2:5][O:4][CH2:3][CH2:2]1.[CH2:29]([N:36]1[C:44]2[C:39](=[CH:40][C:41]([NH2:45])=[CH:42][CH:43]=2)[CH:38]=[CH:37]1)[C:30]1[CH:35]=[CH:34][CH:33]=[CH:32][CH:31]=1.C1(C)C=CC(S(O)(=O)=O)=CC=1, predict the reaction product. The product is: [ClH:27].[N:1]1([CH2:7][CH2:8][NH:9][C:10]([C:12]2[NH:13][C:14]([CH:17]=[C:18]3[C:26]4[C:25]([NH:45][C:41]5[CH:40]=[C:39]6[C:44](=[CH:43][CH:42]=5)[N:36]([CH2:29][C:30]5[CH:31]=[CH:32][CH:33]=[CH:34][CH:35]=5)[CH:37]=[CH:38]6)=[N:24][CH:23]=[N:22][C:21]=4[NH:20][C:19]3=[O:28])=[CH:15][CH:16]=2)=[O:11])[CH2:6][CH2:5][O:4][CH2:3][CH2:2]1. (5) Given the reactants [CH2:1]([NH:4][C:5]1[S:6][C:7]2[CH:13]=[C:12]([O:14][C:15]([F:18])([F:17])[F:16])[CH:11]=[CH:10][C:8]=2[N:9]=1)[C:2]#[CH:3].C([O-])([O-])=O.[K+].[K+].[CH2:25](Br)[C:26]#[CH:27], predict the reaction product. The product is: [CH2:1]([N:4]([CH2:27][C:26]#[CH:25])[C:5]1[S:6][C:7]2[CH:13]=[C:12]([O:14][C:15]([F:18])([F:17])[F:16])[CH:11]=[CH:10][C:8]=2[N:9]=1)[C:2]#[CH:3].